Dataset: Reaction yield outcomes from USPTO patents with 853,638 reactions. Task: Predict the reaction yield, written as a fraction of the theoretical maximum amount of product (1.0 means a 100% yield; for example, 0.34 means a 34% yield). The reactants are [C:1]([N:3]=[C:4]([NH:7][C@@H:8]([CH2:19][CH:20]1[CH2:25][CH2:24][CH2:23][CH2:22][CH2:21]1)[CH2:9][N:10]([CH3:18])[C:11](=[O:17])[O:12][C:13]([CH3:16])([CH3:15])[CH3:14])SC)#[N:2].[Cl:26][C:27]1[CH:28]=[C:29]([C@@H:33]([C@@H:42]2[CH2:47][CH2:46][CH2:45][NH:44][CH2:43]2)[O:34][CH2:35][CH2:36][NH:37][C:38](=[O:41])[O:39][CH3:40])[CH:30]=[CH:31][CH:32]=1. The catalyst is CN(C=O)C.CCN(CC)CC.C(OCC)(=O)C. The product is [Cl:26][C:27]1[CH:28]=[C:29]([C@@H:33]([C@@H:42]2[CH2:47][CH2:46][CH2:45][N:44]([C:4](=[N:3][C:1]#[N:2])[NH:7][C@H:8]([CH2:9][N:10]([CH3:18])[C:11]([O:12][C:13]([CH3:16])([CH3:15])[CH3:14])=[O:17])[CH2:19][CH:20]3[CH2:25][CH2:24][CH2:23][CH2:22][CH2:21]3)[CH2:43]2)[O:34][CH2:35][CH2:36][NH:37][C:38](=[O:41])[O:39][CH3:40])[CH:30]=[CH:31][CH:32]=1. The yield is 0.0200.